Dataset: Peptide-MHC class I binding affinity with 185,985 pairs from IEDB/IMGT. Task: Regression. Given a peptide amino acid sequence and an MHC pseudo amino acid sequence, predict their binding affinity value. This is MHC class I binding data. (1) The MHC is HLA-A02:02 with pseudo-sequence HLA-A02:02. The peptide sequence is FLGKIWPSHK. The binding affinity (normalized) is 0.112. (2) The peptide sequence is FMVFLQTHI. The MHC is HLA-B44:02 with pseudo-sequence HLA-B44:02. The binding affinity (normalized) is 0.282.